Dataset: Forward reaction prediction with 1.9M reactions from USPTO patents (1976-2016). Task: Predict the product of the given reaction. (1) Given the reactants [N:1]1[CH:6]=[C:5]([C:7]([O:9][CH2:10][CH3:11])=[O:8])[N:4]=[CH:3][C:2]=1[C:12]([O:14]CC)=O.O.[NH2:18][NH2:19], predict the reaction product. The product is: [NH:18]([C:12]([C:2]1[N:1]=[CH:6][C:5]([C:7]([O:9][CH2:10][CH3:11])=[O:8])=[N:4][CH:3]=1)=[O:14])[NH2:19]. (2) Given the reactants [CH:1]1([CH2:4][N:5]2[CH:10]=[C:9]([C:11]3[C:16]([O:17][C:18]4[CH:23]=[CH:22][C:21]([F:24])=[CH:20][C:19]=4[F:25])=[CH:15][N:14]=[C:13](S(C)(=O)=O)[N:12]=3)[CH:8]=[C:7]([CH3:30])[C:6]2=[O:31])[CH2:3][CH2:2]1.[CH2:32]([S:34]([NH2:37])(=[O:36])=[O:35])[CH3:33], predict the reaction product. The product is: [CH:1]1([CH2:4][N:5]2[C:6](=[O:31])[C:7]([CH3:30])=[CH:8][C:9]([C:11]3[C:16]([O:17][C:18]4[CH:23]=[CH:22][C:21]([F:24])=[CH:20][C:19]=4[F:25])=[CH:15][N:14]=[C:13]([NH:37][S:34]([CH2:32][CH3:33])(=[O:36])=[O:35])[N:12]=3)=[CH:10]2)[CH2:2][CH2:3]1. (3) Given the reactants Br[C:2]1[N:7]=[CH:6][C:5]([NH2:8])=[C:4]([CH2:9][CH3:10])[CH:3]=1.[S:11]1[CH:15]=[CH:14][CH:13]=[C:12]1B(O)O.C(=O)([O-])[O-].[Na+].[Na+].CCOC(C)=O, predict the reaction product. The product is: [CH2:9]([C:4]1[CH:3]=[C:2]([C:12]2[S:11][CH:15]=[CH:14][CH:13]=2)[N:7]=[CH:6][C:5]=1[NH2:8])[CH3:10]. (4) Given the reactants [CH2:1]([OH:5])[CH2:2][CH:3]=C.[C:6](O)(C(F)(F)F)=O.[F:13][C:14]([F:24])([F:23])[C:15]1[CH:16]=[CH:17][C:18]([CH:21]=[O:22])=[N:19][CH:20]=1.[Li+].[OH-], predict the reaction product. The product is: [F:24][C:14]([F:23])([F:13])[C:15]1[CH:16]=[CH:17][C:18]([CH:21]2[CH2:6][CH:1]([OH:5])[CH2:2][CH2:3][O:22]2)=[N:19][CH:20]=1. (5) The product is: [CH3:1][O:2][C:3]1[CH:15]=[CH:14][C:6]2[CH:7]([CH3:13])[NH:8][NH:9][S:10](=[O:12])(=[O:11])[C:5]=2[C:4]=1[O:16][CH3:17]. Given the reactants [CH3:1][O:2][C:3]1[CH:15]=[CH:14][C:6]2[C:7]([CH3:13])=[N:8][NH:9][S:10](=[O:12])(=[O:11])[C:5]=2[C:4]=1[O:16][CH3:17], predict the reaction product. (6) Given the reactants [CH2:1]([O:8][C:9]1[CH:10]=[C:11]([CH:17]2[CH2:21][NH:20][C:19](=[O:22])[CH2:18]2)[CH:12]=[CH:13][C:14]=1[O:15][CH3:16])[C:2]1[CH:7]=[CH:6][CH:5]=[CH:4][CH:3]=1.I[C:24]1[CH:25]=[C:26]([N+:30]([O-:32])=[O:31])[CH:27]=[CH:28][CH:29]=1.[O-]P([O-])([O-])=O.[K+].[K+].[K+].CN(C=O)C, predict the reaction product. The product is: [CH2:1]([O:8][C:9]1[CH:10]=[C:11]([CH:17]2[CH2:21][N:20]([C:24]3[CH:29]=[CH:28][CH:27]=[C:26]([N+:30]([O-:32])=[O:31])[CH:25]=3)[C:19](=[O:22])[CH2:18]2)[CH:12]=[CH:13][C:14]=1[O:15][CH3:16])[C:2]1[CH:3]=[CH:4][CH:5]=[CH:6][CH:7]=1. (7) Given the reactants [CH3:1][O:2][C:3]1[CH:4]=[C:5]([CH:23]=[CH:24][C:25]=1[O:26][CH3:27])[CH2:6][CH:7]1[C:16]2[C:11](=[CH:12][C:13]([O:21][CH3:22])=[C:14]([O:17][CH:18]([CH3:20])[CH3:19])[CH:15]=2)[CH2:10][CH2:9][NH:8]1.Br[CH2:29][C:30](Br)=[O:31].[NH2:33][C@H:34]1[C:42]2[C:37](=[CH:38][CH:39]=[CH:40][CH:41]=2)[CH2:36][C@H:35]1[OH:43], predict the reaction product. The product is: [CH3:1][O:2][C:3]1[CH:4]=[C:5]([CH:23]=[CH:24][C:25]=1[O:26][CH3:27])[CH2:6][CH:7]1[C:16]2[C:11](=[CH:12][C:13]([O:21][CH3:22])=[C:14]([O:17][CH:18]([CH3:20])[CH3:19])[CH:15]=2)[CH2:10][CH2:9][N:8]1[CH2:29][C:30]([NH:33][C@H:34]1[C:42]2[C:37](=[CH:38][CH:39]=[CH:40][CH:41]=2)[CH2:36][C@H:35]1[OH:43])=[O:31]. (8) Given the reactants [F:1][C:2]1([F:22])[CH2:7][CH2:6][CH:5]([CH2:8][NH:9][C:10]([C:12]2[C:20]3[C:15](=[CH:16][CH:17]=[CH:18][C:19]=3[Cl:21])[NH:14][CH:13]=2)=[O:11])[CH2:4][CH2:3]1.O[CH:24]1[CH2:37][C:26]2([CH2:29][N:28](C(OC(C)(C)C)=O)[CH2:27]2)[CH2:25]1.C(P(=CC#N)(CCCC)CCCC)CCC, predict the reaction product. The product is: [Cl:21][C:19]1[CH:18]=[CH:17][CH:16]=[C:15]2[C:20]=1[C:12]([C:10]([NH:9][CH2:8][CH:5]1[CH2:6][CH2:7][C:2]([F:1])([F:22])[CH2:3][CH2:4]1)=[O:11])=[CH:13][N:14]2[CH:24]1[CH2:37][C:26]2([CH2:29][NH:28][CH2:27]2)[CH2:25]1. (9) Given the reactants O[CH2:2][CH2:3][N:4]1[CH2:9][CH2:8][CH2:7][C@@H:6]([NH:10][C:11](=[O:17])[O:12][C:13]([CH3:16])([CH3:15])[CH3:14])[CH2:5]1.N1C=CN=C1.[I:23]I, predict the reaction product. The product is: [I:23][CH2:2][CH2:3][N:4]1[CH2:9][CH2:8][CH2:7][C@@H:6]([NH:10][C:11](=[O:17])[O:12][C:13]([CH3:16])([CH3:15])[CH3:14])[CH2:5]1.